This data is from Catalyst prediction with 721,799 reactions and 888 catalyst types from USPTO. The task is: Predict which catalyst facilitates the given reaction. (1) Reactant: [F:1][C:2]1[CH:9]=[C:8]([CH:10]=O)[CH:7]=[CH:6][C:3]=1[C:4]#[N:5].[CH3:12][C:13]1[CH:14]=[C:15]([NH2:21])[C:16]([NH2:20])=[CH:17][C:18]=1[CH3:19].C1(C)C=CC(S(O)(=O)=O)=CC=1. Product: [CH3:12][C:13]1[C:18]([CH3:19])=[CH:17][C:16]2[NH:20][C:10]([C:8]3[CH:7]=[CH:6][C:3]([C:4]#[N:5])=[C:2]([F:1])[CH:9]=3)=[N:21][C:15]=2[CH:14]=1. The catalyst class is: 8. (2) Reactant: [Br:1][C:2]1[CH:3]=[C:4]([CH:8]=[C:9]([NH:11][C:12](=[O:15])[CH2:13][CH3:14])[CH:10]=1)[C:5]([OH:7])=O.CN(C(ON1N=NC2C=CC=NC1=2)=[N+](C)C)C.F[P-](F)(F)(F)(F)F.Cl.[NH2:41][C:42]1[CH:47]=[CH:46][CH:45]=[CH:44][C:43]=1[CH2:48][C:49]([O:51][CH3:52])=[O:50]. Product: [Br:1][C:2]1[CH:3]=[C:4]([CH:8]=[C:9]([NH:11][C:12](=[O:15])[CH2:13][CH3:14])[CH:10]=1)[C:5]([NH:41][C:42]1[CH:47]=[CH:46][CH:45]=[CH:44][C:43]=1[CH2:48][C:49]([O:51][CH3:52])=[O:50])=[O:7]. The catalyst class is: 173. (3) Reactant: [H-].[Na+].[I:3][C:4]1[C:12]2[C:7](=[N:8][CH:9]=[CH:10][C:11]=2[N+:13]([O-:15])=[O:14])[NH:6][CH:5]=1.[CH3:16]I. Product: [I:3][C:4]1[C:12]2[C:7](=[N:8][CH:9]=[CH:10][C:11]=2[N+:13]([O-:15])=[O:14])[N:6]([CH3:16])[CH:5]=1. The catalyst class is: 3. (4) Reactant: [NH:1]1[CH2:6][CH2:5][CH2:4][CH:3]([CH2:7][O:8][N:9]=[C:10]2[CH2:15][CH2:14][N:13]([S:16]([C:19]3[CH:24]=[CH:23][C:22]([O:25][C:26]([F:29])([F:28])[F:27])=[CH:21][CH:20]=3)(=[O:18])=[O:17])[CH2:12][CH2:11]2)[CH2:2]1.C(N(CC)CC)C.[C:37](Cl)(=[O:39])[CH3:38]. Product: [C:37]([N:1]1[CH2:6][CH2:5][CH2:4][CH:3]([CH2:7][O:8][N:9]=[C:10]2[CH2:11][CH2:12][N:13]([S:16]([C:19]3[CH:20]=[CH:21][C:22]([O:25][C:26]([F:28])([F:29])[F:27])=[CH:23][CH:24]=3)(=[O:17])=[O:18])[CH2:14][CH2:15]2)[CH2:2]1)(=[O:39])[CH3:38]. The catalyst class is: 68. (5) Reactant: [CH3:1][C:2]1[C:14]([CH:15]([CH2:20][CH2:21][CH3:22])[C:16]([O:18]C)=[O:17])=[C:13]([C:23]2[CH:28]=[CH:27][C:26]([CH3:29])=[CH:25][CH:24]=2)[N:5]2[N:6]=[C:7]3[C:12]([CH:11]=[CH:10][CH:9]=[CH:8]3)=[C:4]2[N:3]=1.[OH-].[Na+]. Product: [CH3:1][C:2]1[C:14]([CH:15]([CH2:20][CH2:21][CH3:22])[C:16]([OH:18])=[O:17])=[C:13]([C:23]2[CH:28]=[CH:27][C:26]([CH3:29])=[CH:25][CH:24]=2)[N:5]2[N:6]=[C:7]3[C:12]([CH:11]=[CH:10][CH:9]=[CH:8]3)=[C:4]2[N:3]=1. The catalyst class is: 645.